Dataset: Full USPTO retrosynthesis dataset with 1.9M reactions from patents (1976-2016). Task: Predict the reactants needed to synthesize the given product. (1) Given the product [CH3:37][C:7]([O:9][C:10]1[CH:36]=[CH:35][C:13]([C:14]([O:16][CH2:17][C:18]2[N:19]=[N:20][N:21]([CH2:23][C:24]3[CH:25]=[CH:26][C:27]([O:30][C:31]([F:33])([F:34])[F:32])=[CH:28][CH:29]=3)[CH:22]=2)=[O:15])=[CH:12][CH:11]=1)([CH3:8])[C:6]([OH:38])=[O:5], predict the reactants needed to synthesize it. The reactants are: C([O:5][C:6](=[O:38])[C:7]([CH3:37])([O:9][C:10]1[CH:36]=[CH:35][C:13]([C:14]([O:16][CH2:17][C:18]2[N:19]=[N:20][N:21]([CH2:23][C:24]3[CH:29]=[CH:28][C:27]([O:30][C:31]([F:34])([F:33])[F:32])=[CH:26][CH:25]=3)[CH:22]=2)=[O:15])=[CH:12][CH:11]=1)[CH3:8])(C)(C)C.Cl. (2) Given the product [CH3:32][N:33]1[CH2:46][CH2:45][C:36]2[N:37]([C:8]3([CH:7]=[CH:6][CH:5]=[CH:15][CH2:14]3)[C:9]([N:11]([CH3:12])[CH3:13])=[O:10])[C:38]3[CH:39]=[CH:40][C:41]([CH3:44])=[CH:42][C:43]=3[C:35]=2[CH2:34]1, predict the reactants needed to synthesize it. The reactants are: BrC=C([C:5]1[CH:15]=[CH:14][C:8]([C:9]([N:11]([CH3:13])[CH3:12])=[O:10])=[CH:7][CH:6]=1)C.P([O-])([O-])([O-])=O.[K+].[K+].[K+].N1CCC[C@H]1C(O)=O.[CH3:32][N:33]1[CH2:46][CH2:45][C:36]2[NH:37][C:38]3[CH:39]=[CH:40][C:41]([CH3:44])=[CH:42][C:43]=3[C:35]=2[CH2:34]1. (3) Given the product [S:8]([C:5]1[CH:6]=[CH:7][C:2]([CH3:12])=[CH:3][CH:4]=1)([OH:11])(=[O:10])=[O:9].[S:8]([C:5]1[CH:6]=[CH:7][C:2]([CH3:12])=[CH:3][CH:4]=1)([OH:11])(=[O:10])=[O:9].[CH2:52]([N:15]([CH2:13][CH3:14])[CH2:16][CH2:17][N:18]([CH2:36][CH2:37][NH:38][CH2:39][CH2:40][C:41]1[C:49]2[S:48][C:47](=[O:50])[NH:46][C:45]=2[C:44]([OH:51])=[CH:43][CH:42]=1)[C:19](=[O:35])[CH2:20][CH2:21][O:22][CH2:23][CH2:24][C:25]1[C:34]2[C:29](=[CH:30][CH:31]=[CH:32][CH:33]=2)[CH:28]=[CH:27][CH:26]=1)[CH3:53], predict the reactants needed to synthesize it. The reactants are: O.[C:2]1([CH3:12])[CH:7]=[CH:6][C:5]([S:8]([OH:11])(=[O:10])=[O:9])=[CH:4][CH:3]=1.[CH2:13]([N:15]([CH2:52][CH3:53])[CH2:16][CH2:17][N:18]([CH2:36][CH2:37][NH:38][CH2:39][CH2:40][C:41]1[C:49]2[S:48][C:47](=[O:50])[NH:46][C:45]=2[C:44]([OH:51])=[CH:43][CH:42]=1)[C:19](=[O:35])[CH2:20][CH2:21][O:22][CH2:23][CH2:24][C:25]1[C:34]2[C:29](=[CH:30][CH:31]=[CH:32][CH:33]=2)[CH:28]=[CH:27][CH:26]=1)[CH3:14].